Dataset: Forward reaction prediction with 1.9M reactions from USPTO patents (1976-2016). Task: Predict the product of the given reaction. (1) Given the reactants [Li]CCCC.Br[C:7]1[CH:12]=[CH:11][C:10]([O:13][CH3:14])=[C:9]([F:15])[C:8]=1[F:16].[Br:17][C:18]1[C:19](=O)[CH:20]2[CH:24]([C:25]=1[O:26]CC(C)C)[CH2:23][CH2:22][CH2:21]2, predict the reaction product. The product is: [Br:17][C:18]1[C:25](=[O:26])[CH:24]2[CH:20]([C:19]=1[C:7]1[CH:12]=[CH:11][C:10]([O:13][CH3:14])=[C:9]([F:15])[C:8]=1[F:16])[CH2:21][CH2:22][CH2:23]2. (2) Given the reactants C(OC(=O)[NH:7][C:8]([C:10]1[S:11][C:12]([S:25][CH3:26])=[C:13]([S:15]([C:18]2[CH:23]=[CH:22][CH:21]=[C:20](Br)[CH:19]=2)(=[O:17])=[O:16])[CH:14]=1)=[NH:9])(C)(C)C.C([O:32][C:33](=[O:53])[CH2:34][O:35][CH2:36][C:37]1[CH:42]=[CH:41][CH:40]=[C:39]([CH3:43])[C:38]=1B1OC(C)(C)C(C)(C)O1)(C)(C)C.C([O-])([O-])=O.[Na+].[Na+].[C:60]([OH:66])([C:62]([F:65])([F:64])[F:63])=[O:61].C(Cl)Cl, predict the reaction product. The product is: [F:63][C:62]([F:65])([F:64])[C:60]([OH:66])=[O:61].[C:8]([C:10]1[S:11][C:12]([S:25][CH3:26])=[C:13]([S:15]([C:18]2[CH:19]=[C:20]([C:38]3[C:39]([CH3:43])=[CH:40][CH:41]=[CH:42][C:37]=3[CH2:36][O:35][CH2:34][C:33]([OH:53])=[O:32])[CH:21]=[CH:22][CH:23]=2)(=[O:17])=[O:16])[CH:14]=1)(=[NH:9])[NH2:7].